This data is from Reaction yield outcomes from USPTO patents with 853,638 reactions. The task is: Predict the reaction yield, written as a fraction of the theoretical maximum amount of product (1.0 means a 100% yield; for example, 0.34 means a 34% yield). (1) The reactants are [NH2:1][C:2]1[C:7]([OH:8])=[CH:6][C:5]([CH2:9][C:10]([O:12][CH2:13][CH3:14])=[O:11])=[CH:4][C:3]=1[F:15].[F:16][C:17]1[CH:18]=[CH:19][C:20]([CH3:26])=[C:21]([N:23]=[C:24]=S)[CH:22]=1. The catalyst is CO. The product is [F:16][C:17]1[CH:18]=[CH:19][C:20]([CH3:26])=[C:21]([NH:23][C:24]2[O:8][C:7]3[CH:6]=[C:5]([CH2:9][C:10]([O:12][CH2:13][CH3:14])=[O:11])[CH:4]=[C:3]([F:15])[C:2]=3[N:1]=2)[CH:22]=1. The yield is 0.570. (2) The product is [C:7]1([C:17]2[CH:18]=[CH:19][C:20]3[N:21]([C:31]4[CH:32]=[C:33]([CH:36]=[CH:37][CH:38]=4)[C:34]#[N:35])[C:22]4[C:27]([C:28]=3[CH:29]=2)=[CH:26][C:25]([C:52]2[CH:57]=[CH:56][CH:55]=[CH:54][CH:53]=2)=[CH:24][CH:23]=4)[CH:12]=[CH:11][CH:10]=[CH:9][CH:8]=1. The reactants are C(=O)([O-])[O-].[K+].[K+].[C:7]1(B(O)O)[CH:12]=[CH:11][CH:10]=[CH:9][CH:8]=1.Br[C:17]1[CH:18]=[CH:19][C:20]2[N:21]([C:31]3[CH:32]=[C:33]([CH:36]=[CH:37][CH:38]=3)[C:34]#[N:35])[C:22]3[C:27]([C:28]=2[CH:29]=1)=[CH:26][C:25](Br)=[CH:24][CH:23]=3.P(C(C)(C)C)(C(C)(C)C)C(C)(C)C.[C:52]1(C)[CH:57]=[CH:56][CH:55]=[CH:54][CH:53]=1. The catalyst is C1C=CC(P(C2C=CC=CC=2)C2C=CC=CC=2)=CC=1.C1C=CC(P(C2C=CC=CC=2)C2C=CC=CC=2)=CC=1.C1C=CC(P(C2C=CC=CC=2)C2C=CC=CC=2)=CC=1.C1C=CC(P(C2C=CC=CC=2)C2C=CC=CC=2)=CC=1.[Pd].O. The yield is 0.698. (3) The reactants are [CH2:1]([C:3]1[C:4]([O:16]C)=[N:5][C:6]([CH3:15])=[C:7]([C:9]2[O:13][N:12]=[C:11]([CH3:14])[N:10]=2)[CH:8]=1)[CH3:2].[I-].[Na+].Cl[Si](C)(C)C. The catalyst is C(#N)C. The product is [CH2:1]([C:3]1[C:4](=[O:16])[NH:5][C:6]([CH3:15])=[C:7]([C:9]2[O:13][N:12]=[C:11]([CH3:14])[N:10]=2)[CH:8]=1)[CH3:2]. The yield is 0.880. (4) The reactants are [CH:1]([N:4]1[CH2:9][CH2:8][CH:7]([O:10][C:11]2[CH:19]=[CH:18][C:17]3[N:16]4[C@H:20]([CH3:25])[CH2:21][NH:22][C:23](=[O:24])[C:15]4=[CH:14][C:13]=3[CH:12]=2)[CH2:6][CH2:5]1)([CH3:3])[CH3:2].[Br:26]N1C(=O)CCC1=O. No catalyst specified. The product is [Br:26][C:14]1[C:13]2[CH:12]=[C:11]([O:10][CH:7]3[CH2:8][CH2:9][N:4]([CH:1]([CH3:3])[CH3:2])[CH2:5][CH2:6]3)[CH:19]=[CH:18][C:17]=2[N:16]2[C@H:20]([CH3:25])[CH2:21][NH:22][C:23](=[O:24])[C:15]=12. The yield is 0.690.